Dataset: Full USPTO retrosynthesis dataset with 1.9M reactions from patents (1976-2016). Task: Predict the reactants needed to synthesize the given product. (1) Given the product [CH3:16][C:15]1[CH:6]([C:4](=[O:5])/[CH:3]=[CH:2]/[CH3:17])[C:7]2([CH:12]=[CH:13][CH:14]=1)[CH2:8][CH2:9][CH2:10][CH2:11]2, predict the reactants needed to synthesize it. The reactants are: O[CH:2]([CH3:17])[CH2:3][C:4]([CH:6]1[C:15]([CH3:16])=[CH:14][CH:13]=[CH:12][C:7]21[CH2:11][CH2:10][CH2:9][CH2:8]2)=[O:5].OC(C)CC(C1C2(CC=CC=1C)CCCC2)=O.OC(C)CC(C1C(=C)C=CCC21CCCC2)=O.C(OC(=O)C)(=O)C.C([O-])(=O)C.[Na+]. (2) Given the product [CH2:1]([O:3][C:4]([C:6]1([C:9]2[CH:10]=[CH:11][C:12]([C:15]3[CH:20]=[CH:19][C:18]([C:21]4[O:25][N:24]=[C:23]([CH3:26])[C:22]=4[CH:27]([OH:31])[CH2:28]/[CH:29]=[CH:30]/[C:33]4[CH:38]=[CH:37][CH:36]=[C:35]([C:39]([F:42])([F:41])[F:40])[CH:34]=4)=[CH:17][CH:16]=3)=[CH:13][CH:14]=2)[CH2:8][CH2:7]1)=[O:5])[CH3:2], predict the reactants needed to synthesize it. The reactants are: [CH2:1]([O:3][C:4]([C:6]1([C:9]2[CH:14]=[CH:13][C:12]([C:15]3[CH:20]=[CH:19][C:18]([C:21]4[O:25][N:24]=[C:23]([CH3:26])[C:22]=4[CH:27]([OH:31])[CH2:28][CH:29]=[CH2:30])=[CH:17][CH:16]=3)=[CH:11][CH:10]=2)[CH2:8][CH2:7]1)=[O:5])[CH3:2].I[C:33]1[CH:38]=[CH:37][CH:36]=[C:35]([C:39]([F:42])([F:41])[F:40])[CH:34]=1. (3) Given the product [CH2:1]([O:4][C:5]1[C:6]([CH2:31][CH3:32])=[C:7]([CH2:26][C:27]([O:29][CH3:30])=[O:28])[C:8]([C:15](=[O:25])[C:16]2[CH:21]=[CH:20][C:19]([O:22][CH3:23])=[C:18]([O:24][CH2:42][CH2:43][O:44][CH:45]3[CH2:50][CH2:49][CH2:48][CH2:47][O:46]3)[CH:17]=2)=[C:9]([O:11][CH2:12][CH:13]=[CH2:14])[CH:10]=1)[CH:2]=[CH2:3], predict the reactants needed to synthesize it. The reactants are: [CH2:1]([O:4][C:5]1[C:6]([CH2:31][CH3:32])=[C:7]([CH2:26][C:27]([O:29][CH3:30])=[O:28])[C:8]([C:15](=[O:25])[C:16]2[CH:21]=[CH:20][C:19]([O:22][CH3:23])=[C:18]([OH:24])[CH:17]=2)=[C:9]([O:11][CH2:12][CH:13]=[CH2:14])[CH:10]=1)[CH:2]=[CH2:3].C(=O)([O-])[O-].[K+].[K+].[I-].[Na+].Br[CH2:42][CH2:43][O:44][CH:45]1[CH2:50][CH2:49][CH2:48][CH2:47][O:46]1. (4) Given the product [Cl:18][C:12]1[CH:11]=[C:10]([C:7]2[CH:8]=[CH:9][N:5]([C@H:3]([CH3:4])[CH2:2][NH:1][C:25]([C:23]3[N:22]=[CH:21][N:20]([CH3:19])[CH:24]=3)=[O:26])[N:6]=2)[CH:17]=[CH:16][C:13]=1[C:14]#[N:15], predict the reactants needed to synthesize it. The reactants are: [NH2:1][CH2:2][C@H:3]([N:5]1[CH:9]=[CH:8][C:7]([C:10]2[CH:17]=[CH:16][C:13]([C:14]#[N:15])=[C:12]([Cl:18])[CH:11]=2)=[N:6]1)[CH3:4].[CH3:19][N:20]1[CH:24]=[C:23]([C:25](O)=[O:26])[N:22]=[CH:21]1. (5) Given the product [CH2:6]([O:13][C:14]1[CH:21]=[CH:20][C:17]([CH:18]=[C:27]([N+:24]([O-:26])=[O:25])[CH3:28])=[CH:16][C:15]=1[O:22][CH3:23])[C:7]1[CH:12]=[CH:11][CH:10]=[CH:9][CH:8]=1, predict the reactants needed to synthesize it. The reactants are: C(N)CCC.[CH2:6]([O:13][C:14]1[CH:21]=[CH:20][C:17]([CH:18]=O)=[CH:16][C:15]=1[O:22][CH3:23])[C:7]1[CH:12]=[CH:11][CH:10]=[CH:9][CH:8]=1.[N+:24]([CH2:27][CH3:28])([O-:26])=[O:25].